From a dataset of NCI-60 drug combinations with 297,098 pairs across 59 cell lines. Regression. Given two drug SMILES strings and cell line genomic features, predict the synergy score measuring deviation from expected non-interaction effect. Synergy scores: CSS=9.85, Synergy_ZIP=0.936, Synergy_Bliss=0.222, Synergy_Loewe=-21.1, Synergy_HSA=-2.38. Drug 1: CC1=C(C=C(C=C1)NC2=NC=CC(=N2)N(C)C3=CC4=NN(C(=C4C=C3)C)C)S(=O)(=O)N.Cl. Drug 2: CC12CCC3C(C1CCC2=O)CC(=C)C4=CC(=O)C=CC34C. Cell line: SK-MEL-2.